Predict the product of the given reaction. From a dataset of Forward reaction prediction with 1.9M reactions from USPTO patents (1976-2016). Given the reactants [F:1][C:2]1[CH:3]=[C:4]2[C:9](=[CH:10][CH:11]=1)[NH:8][C:7](=[O:12])[C:6]([CH:13]([CH3:15])[CH3:14])=[C:5]2[O:16][CH2:17][C:18]([F:21])([F:20])[F:19].[Si:22](Cl)([C:25]([CH3:28])([CH3:27])[CH3:26])([CH3:24])[CH3:23].C(N(CC)CC)C, predict the reaction product. The product is: [Si:22]([O:12][C:7]1[C:6]([CH:13]([CH3:14])[CH3:15])=[C:5]([O:16][CH2:17][C:18]([F:19])([F:21])[F:20])[C:4]2[C:9](=[CH:10][CH:11]=[C:2]([F:1])[CH:3]=2)[N:8]=1)([C:25]([CH3:28])([CH3:27])[CH3:26])([CH3:24])[CH3:23].